This data is from Catalyst prediction with 721,799 reactions and 888 catalyst types from USPTO. The task is: Predict which catalyst facilitates the given reaction. (1) Reactant: [CH2:1]([O:5][C:6]1[C:15]2[C:10](=[CH:11][CH:12]=[C:13]([C:16]3[S:17][CH:18]=[C:19]([C:21]([O:23][CH2:24][CH3:25])=[O:22])[N:20]=3)[CH:14]=2)[C:9](=[O:26])[N:8]([CH2:27][CH:28]([CH3:30])[CH3:29])[C:7]=1[CH2:31][NH:32]C(OC(C)(C)C)=O)[CH2:2][CH2:3][CH3:4].[ClH:40]. Product: [ClH:40].[NH2:32][CH2:31][C:7]1[N:8]([CH2:27][CH:28]([CH3:30])[CH3:29])[C:9](=[O:26])[C:10]2[C:15]([C:6]=1[O:5][CH2:1][CH2:2][CH2:3][CH3:4])=[CH:14][C:13]([C:16]1[S:17][CH:18]=[C:19]([C:21]([O:23][CH2:24][CH3:25])=[O:22])[N:20]=1)=[CH:12][CH:11]=2. The catalyst class is: 13. (2) Reactant: C([N:8]1[CH2:13][CH2:12][C:11]([C:20]([N:22]2[CH2:26][CH:25]=[CH:24][CH2:23]2)=[O:21])([N:14]2[CH2:19][CH2:18][CH2:17][CH2:16][CH2:15]2)[CH2:10][CH2:9]1)C1C=CC=CC=1.[H][H]. Product: [N:22]1([C:20]([C:11]2([N:14]3[CH2:15][CH2:16][CH2:17][CH2:18][CH2:19]3)[CH2:12][CH2:13][NH:8][CH2:9][CH2:10]2)=[O:21])[CH2:23][CH2:24][CH2:25][CH2:26]1. The catalyst class is: 8. (3) Reactant: [ClH:1].[NH:2]1[CH2:5][CH2:4][C@@H:3]1[CH2:6][O:7][C:8]1[CH:9]=[N:10][CH:11]=[C:12]([N:14]2[CH2:19][CH2:18][CH:17]([CH2:20][CH2:21][O:22][CH2:23][C:24]3[CH:29]=[CH:28][CH:27]=[CH:26][CH:25]=3)[CH2:16][CH2:15]2)[CH:13]=1. Product: [ClH:1].[NH:2]1[CH2:5][CH2:4][C@@H:3]1[CH2:6][O:7][C:8]1[CH:9]=[N:10][CH:11]=[C:12]([N:14]2[CH2:15][CH2:16][CH:17]([CH2:20][CH2:21][O:22][CH2:23][C:24]3[CH:25]=[CH:26][CH:27]=[CH:28][CH:29]=3)[CH2:18][CH2:19]2)[CH:13]=1. The catalyst class is: 24. (4) Reactant: [OH:1][CH:2]1[CH2:7][CH2:6][NH:5][CH2:4][CH2:3]1.Br[CH2:9][C:10]1[CH:15]=[CH:14][C:13]([O:16][CH3:17])=[CH:12][CH:11]=1.C(N(CC)CC)C. Product: [CH3:17][O:16][C:13]1[CH:14]=[CH:15][C:10]([CH2:9][N:5]2[CH2:6][CH2:7][CH:2]([OH:1])[CH2:3][CH2:4]2)=[CH:11][CH:12]=1. The catalyst class is: 9. (5) Reactant: [CH:1]1([CH:7]([NH:19][C:20]2[CH:25]=[CH:24][C:23]([C:26]([N:28]([CH3:36])[CH2:29][CH2:30][C:31]([O:33][CH2:34][CH3:35])=[O:32])=[O:27])=[CH:22][CH:21]=2)[C:8]2[O:9][C:10]3[CH:17]=[CH:16][C:15]([OH:18])=[CH:14][C:11]=3[C:12]=2[CH3:13])[CH2:6][CH2:5][CH2:4][CH2:3][CH2:2]1.[N:37]1[CH:42]=[CH:41][CH:40]=[CH:39][C:38]=1[CH2:43]O.C(P(CCCC)CCCC)CCC.N(C(N1CCCCC1)=O)=NC(N1CCCCC1)=O. Product: [CH:1]1([CH:7]([NH:19][C:20]2[CH:21]=[CH:22][C:23]([C:26]([N:28]([CH3:36])[CH2:29][CH2:30][C:31]([O:33][CH2:34][CH3:35])=[O:32])=[O:27])=[CH:24][CH:25]=2)[C:8]2[O:9][C:10]3[CH:17]=[CH:16][C:15]([O:18][CH2:43][C:38]4[CH:39]=[CH:40][CH:41]=[CH:42][N:37]=4)=[CH:14][C:11]=3[C:12]=2[CH3:13])[CH2:6][CH2:5][CH2:4][CH2:3][CH2:2]1. The catalyst class is: 7. (6) Reactant: [I:1][C:2]1[C:10]2[CH:9]=[C:8]([CH2:11][CH2:12][CH2:13][CH2:14][N:15]3[CH:19]=[C:18]([C:20]([O:22]C)=[O:21])[N:17]=[N:16]3)[N:7]=[N:6][C:5]=2[NH:4][CH:3]=1.[Li+].[OH-]. Product: [I:1][C:2]1[C:10]2[CH:9]=[C:8]([CH2:11][CH2:12][CH2:13][CH2:14][N:15]3[CH:19]=[C:18]([C:20]([OH:22])=[O:21])[N:17]=[N:16]3)[N:7]=[N:6][C:5]=2[NH:4][CH:3]=1. The catalyst class is: 20. (7) Reactant: [C:1]([CH:3](P(OCC)(OCC)=O)[N:4]1[CH2:9][CH2:8][N:7]([C:10]([O:12][C:13]([CH3:16])([CH3:15])[CH3:14])=[O:11])[CH2:6][CH2:5]1)#[N:2].C[Si]([N-][Si](C)(C)C)(C)C.[Na+].[N:35]1[CH:40]=[CH:39][CH:38]=[CH:37][C:36]=1[CH:41]=O. Product: [C:1]([C:3]([N:4]1[CH2:5][CH2:6][N:7]([C:10]([O:12][C:13]([CH3:14])([CH3:15])[CH3:16])=[O:11])[CH2:8][CH2:9]1)=[CH:41][C:36]1[CH:37]=[CH:38][CH:39]=[CH:40][N:35]=1)#[N:2]. The catalyst class is: 1.